Dataset: Merck oncology drug combination screen with 23,052 pairs across 39 cell lines. Task: Regression. Given two drug SMILES strings and cell line genomic features, predict the synergy score measuring deviation from expected non-interaction effect. Synergy scores: synergy=3.88. Drug 2: CS(=O)(=O)CCNCc1ccc(-c2ccc3ncnc(Nc4ccc(OCc5cccc(F)c5)c(Cl)c4)c3c2)o1. Drug 1: O=c1[nH]cc(F)c(=O)[nH]1. Cell line: UWB1289.